Dataset: Reaction yield outcomes from USPTO patents with 853,638 reactions. Task: Predict the reaction yield, written as a fraction of the theoretical maximum amount of product (1.0 means a 100% yield; for example, 0.34 means a 34% yield). (1) The reactants are [Si:1]([O:8][CH2:9][C:10]1[N:11]([CH3:28])[C:12]2[C:17]([CH:18]=1)=[CH:16][C:15]([CH:19]([OH:24])[CH2:20][CH2:21][CH:22]=[CH2:23])=[C:14]([C:25]([CH3:27])=[CH2:26])[CH:13]=2)([C:4]([CH3:7])([CH3:6])[CH3:5])([CH3:3])[CH3:2].C[N+]1([O-])CCOCC1. The catalyst is C(Cl)Cl.CCC[N+](CCC)(CCC)CCC.[O-][Ru](=O)(=O)=O. The product is [Si:1]([O:8][CH2:9][C:10]1[N:11]([CH3:28])[C:12]2[C:17]([CH:18]=1)=[CH:16][C:15]([C:19](=[O:24])[CH2:20][CH2:21][CH:22]=[CH2:23])=[C:14]([C:25]([CH3:27])=[CH2:26])[CH:13]=2)([C:4]([CH3:7])([CH3:6])[CH3:5])([CH3:3])[CH3:2]. The yield is 0.880. (2) The reactants are Cl.[C:2]([C:6]1[CH:11]=[C:10]([S:12][CH:13]2[CH2:18][CH2:17][NH:16][CH2:15][CH2:14]2)[CH:9]=[C:8]([C:19]([CH3:22])([CH3:21])[CH3:20])[C:7]=1[OH:23])([CH3:5])([CH3:4])[CH3:3].C(N(CC)CC)C.[CH3:31][O:32][C:33]([C:35]1[O:36][C:37]([S:40](Cl)(=[O:42])=[O:41])=[CH:38][CH:39]=1)=[O:34]. The catalyst is ClCCl. The product is [CH3:31][O:32][C:33]([C:35]1[O:36][C:37]([S:40]([N:16]2[CH2:17][CH2:18][CH:13]([S:12][C:10]3[CH:9]=[C:8]([C:19]([CH3:22])([CH3:21])[CH3:20])[C:7]([OH:23])=[C:6]([C:2]([CH3:5])([CH3:4])[CH3:3])[CH:11]=3)[CH2:14][CH2:15]2)(=[O:42])=[O:41])=[CH:38][CH:39]=1)=[O:34]. The yield is 0.740. (3) The reactants are [CH3:1][NH:2][CH2:3][C:4]1[CH:5]=[C:6]([C:22]2[CH:27]=[CH:26][CH:25]=[CH:24][CH:23]=2)[N:7]([S:9]([C:12]2[CH:21]=[CH:20][CH:19]=[CH:18][C:13]=2[C:14]([O:16][CH3:17])=[O:15])(=[O:11])=[O:10])[CH:8]=1.C(OCC)(=O)C.[ClH:34]. The catalyst is C(OCC)(=O)C. The product is [ClH:34].[CH3:1][NH:2][CH2:3][C:4]1[CH:5]=[C:6]([C:22]2[CH:27]=[CH:26][CH:25]=[CH:24][CH:23]=2)[N:7]([S:9]([C:12]2[CH:21]=[CH:20][CH:19]=[CH:18][C:13]=2[C:14]([O:16][CH3:17])=[O:15])(=[O:10])=[O:11])[CH:8]=1. The yield is 0.600. (4) The reactants are Cl.[NH2:2][CH:3]([C:6]1[CH:11]=[CH:10][CH:9]=[CH:8][CH:7]=1)[C:4]#[N:5].[C:12]([N:29]=[C:30]=[S:31])([O:14][CH2:15][CH:16]1[C:28]2[C:23](=[CH:24][CH:25]=[CH:26][CH:27]=2)[C:22]2[C:17]1=[CH:18][CH:19]=[CH:20][CH:21]=2)=[O:13].C(N(C(C)C)C(C)C)C.C(=O)(O)[O-].[Na+]. The catalyst is C(Cl)Cl. The product is [NH2:5][C:4]1[S:31][C:30]([NH:29][C:12]([O:14][CH2:15][CH:16]2[C:17]3[C:22](=[CH:21][CH:20]=[CH:19][CH:18]=3)[C:23]3[C:28]2=[CH:27][CH:26]=[CH:25][CH:24]=3)=[O:13])=[N:2][C:3]=1[C:6]1[CH:11]=[CH:10][CH:9]=[CH:8][CH:7]=1. The yield is 0.480. (5) The reactants are [Br:1][C:2]1[CH:3]=[CH:4][C:5](F)=[C:6]([N+:8]([O-:10])=[O:9])[CH:7]=1.C(N(CC)CC)C.N[CH:20]1[CH2:25][CH2:24][O:23][CH2:22][CH2:21]1.C(O)C. The catalyst is O. The product is [Br:1][C:2]1[CH:3]=[CH:4][C:5]([CH:20]2[CH2:25][CH2:24][O:23][CH2:22][CH2:21]2)=[C:6]([N+:8]([O-:10])=[O:9])[CH:7]=1. The yield is 0.860.